Dataset: CYP3A4 inhibition data for predicting drug metabolism from PubChem BioAssay. Task: Regression/Classification. Given a drug SMILES string, predict its absorption, distribution, metabolism, or excretion properties. Task type varies by dataset: regression for continuous measurements (e.g., permeability, clearance, half-life) or binary classification for categorical outcomes (e.g., BBB penetration, CYP inhibition). Dataset: cyp3a4_veith. The compound is COc1ccc(-n2c(=O)[nH]cc(C(=O)Nc3ccc4c(c3)OCCO4)c2=O)cc1. The result is 1 (inhibitor).